This data is from Reaction yield outcomes from USPTO patents with 853,638 reactions. The task is: Predict the reaction yield, written as a fraction of the theoretical maximum amount of product (1.0 means a 100% yield; for example, 0.34 means a 34% yield). (1) The reactants are Cl.[C:2]([O:6][C:7](=[O:11])[CH2:8][NH:9][CH3:10])([CH3:5])([CH3:4])[CH3:3].C(N(CC)CC)C.Br[CH2:20][C:21]1[CH:22]=[C:23]([CH:26]=[CH:27][CH:28]=1)[C:24]#[N:25].O. The catalyst is C(#N)C. The product is [C:2]([O:6][C:7](=[O:11])[CH2:8][N:9]([CH2:20][C:21]1[CH:28]=[CH:27][CH:26]=[C:23]([C:24]#[N:25])[CH:22]=1)[CH3:10])([CH3:5])([CH3:4])[CH3:3]. The yield is 0.850. (2) The reactants are [Cl:1][C:2]1[CH:8]=[CH:7][C:6]([CH3:9])=[CH:5][C:3]=1[NH2:4].[O-:10][C:11]#[N:12].[K+]. The product is [Cl:1][C:2]1[CH:8]=[CH:7][C:6]([CH3:9])=[CH:5][C:3]=1[NH:4][C:11]([NH2:12])=[O:10]. The catalyst is C(O)(=O)C.O. The yield is 0.970. (3) The reactants are CC1(C)C2C(=C(P(C3C=CC=CC=3)C3C=CC=CC=3)C=CC=2)OC2C(P(C3C=CC=CC=3)C3C=CC=CC=3)=CC=CC1=2.Br[C:44]1[CH:53]=[C:52]([CH2:54][N:55]([C:57]([O:59][C:60]([CH3:63])([CH3:62])[CH3:61])=[O:58])[CH3:56])[CH:51]=[CH:50][C:45]=1[C:46]([O:48][CH3:49])=[O:47].C[Si]([CH2:68][C:69]#[N:70])(C)C. The catalyst is CN(C=O)C.CCOCC.C1C=CC(/C=C/C(/C=C/C2C=CC=CC=2)=O)=CC=1.C1C=CC(/C=C/C(/C=C/C2C=CC=CC=2)=O)=CC=1.C1C=CC(/C=C/C(/C=C/C2C=CC=CC=2)=O)=CC=1.[Pd].[Pd].[F-].[Zn+2].[F-]. The product is [C:69]([CH2:68][C:44]1[CH:53]=[C:52]([CH2:54][N:55]([C:57]([O:59][C:60]([CH3:63])([CH3:62])[CH3:61])=[O:58])[CH3:56])[CH:51]=[CH:50][C:45]=1[C:46]([O:48][CH3:49])=[O:47])#[N:70]. The yield is 0.0400. (4) The reactants are [Cl:1][C:2]1[CH:3]=[C:4]([C:28]2[CH:33]=[CH:32][CH:31]=[C:30]([S:34]([CH3:37])(=[O:36])=[O:35])[CH:29]=2)[CH:5]=[CH:6][C:7]=1[N:8]1[CH:12]=[C:11]([C:13]([NH:15][C:16]([CH3:20])([CH3:19])[CH2:17]O)=O)[N:10]=[C:9]1[C:21]1[CH:26]=[CH:25][CH:24]=[CH:23][C:22]=1[Cl:27].C1C=CC=CC=1.P12(SP3(SP(SP(S3)(S1)=S)(=S)S2)=S)=[S:45]. The catalyst is CCOC(C)=O. The product is [Cl:1][C:2]1[CH:3]=[C:4]([C:28]2[CH:33]=[CH:32][CH:31]=[C:30]([S:34]([CH3:37])(=[O:36])=[O:35])[CH:29]=2)[CH:5]=[CH:6][C:7]=1[N:8]1[CH:12]=[C:11]([C:13]2[S:45][CH2:17][C:16]([CH3:20])([CH3:19])[N:15]=2)[N:10]=[C:9]1[C:21]1[CH:26]=[CH:25][CH:24]=[CH:23][C:22]=1[Cl:27]. The yield is 0.190. (5) The reactants are [Cl:1][C:2]1[CH:7]=[C:6](F)[CH:5]=[CH:4][C:3]=1[C:9]([F:12])([F:11])[F:10].C[Si](C)(C)CC[OH:17].[H-].[Na+]. The catalyst is CN(C)C=O. The product is [Cl:1][C:2]1[CH:7]=[C:6]([OH:17])[CH:5]=[CH:4][C:3]=1[C:9]([F:12])([F:11])[F:10]. The yield is 0.720. (6) The reactants are [CH3:1][S:2]([N:5]1[CH2:10][CH2:9][N:8]([CH2:11][C:12]2[S:20][C:19]3[C:18]([N:21]4[CH2:26][CH2:25][O:24][CH2:23][CH2:22]4)=[N:17][C:16]([C:27]4[S:31][C:30]([NH2:32])=[N:29][CH:28]=4)=[N:15][C:14]=3[CH:13]=2)[CH2:7][CH2:6]1)(=[O:4])=[O:3].C(N(CC)CC)C.[C:40](Cl)(=[O:42])[CH3:41]. The catalyst is C1COCC1. The product is [CH3:1][S:2]([N:5]1[CH2:10][CH2:9][N:8]([CH2:11][C:12]2[S:20][C:19]3[C:18]([N:21]4[CH2:26][CH2:25][O:24][CH2:23][CH2:22]4)=[N:17][C:16]([C:27]4[S:31][C:30]([NH:32][C:40](=[O:42])[CH3:41])=[N:29][CH:28]=4)=[N:15][C:14]=3[CH:13]=2)[CH2:7][CH2:6]1)(=[O:4])=[O:3]. The yield is 0.540. (7) The catalyst is CO.C(OCC)(=O)C.[Pd]. The yield is 0.890. The reactants are [CH3:1][O:2][C:3]1[CH:4]=[C:5]([N:12]2[CH2:17][CH2:16][N:15]([C:18]([O:20][C:21]([CH3:24])([CH3:23])[CH3:22])=[O:19])[CH2:14][CH2:13]2)[CH:6]=[CH:7][C:8]=1[N+:9]([O-])=O.C(OCC)C. The product is [NH2:9][C:8]1[CH:7]=[CH:6][C:5]([N:12]2[CH2:17][CH2:16][N:15]([C:18]([O:20][C:21]([CH3:22])([CH3:23])[CH3:24])=[O:19])[CH2:14][CH2:13]2)=[CH:4][C:3]=1[O:2][CH3:1]. (8) The reactants are [CH2:1]([O:8][CH2:9][CH2:10][O:11][C:12]1[CH:18]=[CH:17][C:15]([NH2:16])=[CH:14][C:13]=1[C:19]([F:22])([F:21])[F:20])[C:2]1[CH:7]=[CH:6][CH:5]=[CH:4][CH:3]=1.[Br:23][C:24]1[CH:29]=[CH:28][C:27]([CH2:30][C:31](O)=[O:32])=[C:26]([F:34])[CH:25]=1.C1C=CC2N(O)N=NC=2C=1.C(Cl)CCl.CCN(CC)CC. The catalyst is C(Cl)Cl. The product is [CH2:1]([O:8][CH2:9][CH2:10][O:11][C:12]1[CH:18]=[CH:17][C:15]([NH:16][C:31](=[O:32])[CH2:30][C:27]2[CH:28]=[CH:29][C:24]([Br:23])=[CH:25][C:26]=2[F:34])=[CH:14][C:13]=1[C:19]([F:20])([F:21])[F:22])[C:2]1[CH:3]=[CH:4][CH:5]=[CH:6][CH:7]=1. The yield is 0.890. (9) The catalyst is C(#N)C. The yield is 0.470. The product is [O:8]=[C:6]1[CH:5]=[C:9]([CH:11]2[CH2:12][CH2:13][N:14]([C:17]([O:19][C:20]([CH3:21])([CH3:22])[CH3:23])=[O:18])[CH2:15][CH2:16]2)[N:33]2[N:34]=[C:35]3[C:31]([C:30]([O:29][CH2:28][C:27]([F:40])([F:26])[F:41])=[CH:38][CH:37]=[CH:36]3)=[C:32]2[NH:39]1. The reactants are CC1(C)O[C:6](=[O:8])[CH:5]([C:9]([CH:11]2[CH2:16][CH2:15][N:14]([C:17]([O:19][C:20]([CH3:23])([CH3:22])[CH3:21])=[O:18])[CH2:13][CH2:12]2)=O)C(=O)O1.[F:26][C:27]([F:41])([F:40])[CH2:28][O:29][C:30]1[C:31]2[C:35]([CH:36]=[CH:37][CH:38]=1)=[N:34][NH:33][C:32]=2[NH2:39].P([O-])([O-])([O-])=O.[K+].[K+].[K+]. (10) The reactants are [CH3:1][CH:2]([CH3:18])[C:3]([NH:5][C:6]1[CH:11]=[CH:10][CH:9]=[C:8]([CH:12]2[CH2:17][CH2:16][NH:15][CH2:14][CH2:13]2)[CH:7]=1)=[O:4].[CH2:19]=O.[Cl:21][C:22]1[CH:30]=[C:29]2[C:25]([CH:26]=[CH:27][NH:28]2)=[CH:24][CH:23]=1. The catalyst is CC(O)=O.O1CCOCC1.O. The product is [Cl:21][C:22]1[CH:30]=[C:29]2[C:25]([C:26]([CH2:19][N:15]3[CH2:16][CH2:17][CH:12]([C:8]4[CH:7]=[C:6]([NH:5][C:3](=[O:4])[CH:2]([CH3:18])[CH3:1])[CH:11]=[CH:10][CH:9]=4)[CH2:13][CH2:14]3)=[CH:27][NH:28]2)=[CH:24][CH:23]=1. The yield is 0.420.